This data is from Reaction yield outcomes from USPTO patents with 853,638 reactions. The task is: Predict the reaction yield, written as a fraction of the theoretical maximum amount of product (1.0 means a 100% yield; for example, 0.34 means a 34% yield). (1) The reactants are C1(P(C2C=CC=CC=2)C2C=CC=CC=2)C=CC=CC=1.O1CCCC1.Br[C:26]1[N:34]2[C:29]([CH:30]=[N:31][C:32]([NH:35]C3C=CC(N4CCC(N5CCN(C)CC5)CC4)=CC=3OC)=[N:33]2)=[CH:28][CH:27]=1.[N:57]1[CH:62]=[CH:61][CH:60]=[C:59](B(O)O)[CH:58]=1.C(=O)([O-])[O-].[Na+].[Na+].O.C(O)C. The catalyst is C([O-])(=O)C.[Pd+2].C([O-])(=O)C. The product is [N:57]1[CH:62]=[CH:61][CH:60]=[C:59]([C:26]2[N:34]3[C:29]([CH:30]=[N:31][C:32]([NH2:35])=[N:33]3)=[CH:28][CH:27]=2)[CH:58]=1. The yield is 0.560. (2) The catalyst is C1(C)C=CC=CC=1. The yield is 0.930. The product is [OH:27][C:16]1[CH:17]=[C:18]([N:21]2[CH2:26][CH2:25][O:24][CH2:23][CH2:22]2)[CH:19]=[CH:20][C:15]=1[C:14]([NH:2][CH3:1])=[O:13]. The reactants are [CH3:1][NH2:2].O1CCCC1.C[Al](C)C.C[O:13][C:14](=O)[C:15]1[CH:20]=[CH:19][C:18]([N:21]2[CH2:26][CH2:25][O:24][CH2:23][CH2:22]2)=[CH:17][C:16]=1[OH:27]. (3) The yield is 0.720. The catalyst is Cl[Pd](Cl)([P](C1C=CC=CC=1)(C1C=CC=CC=1)C1C=CC=CC=1)[P](C1C=CC=CC=1)(C1C=CC=CC=1)C1C=CC=CC=1.O.C1COCC1. The product is [F:71][C:63]1[CH:64]=[C:65]([C:36]2[CH:41]=[CH:40][C:39]([C:42]([C:43]3[CH:44]=[CH:45][C:46]([OH:49])=[CH:47][CH:48]=3)=[C:50]3[CH2:51][C:52]([CH3:59])([CH3:58])[CH2:53][C:54]([CH3:56])([CH3:57])[CH2:55]3)=[CH:38][CH:37]=2)[CH:66]=[CH:67][C:62]=1[C:60]#[N:61]. The reactants are CS(C1C=CC(C2C=CC(C(=C3CC(C)(C)CC(C)(C)C3)C3C=CC(O)=CC=3)=CC=2)=CC=1)(=O)=O.Br[C:36]1[CH:41]=[CH:40][C:39]([C:42](=[C:50]2[CH2:55][C:54]([CH3:57])([CH3:56])[CH2:53][C:52]([CH3:59])([CH3:58])[CH2:51]2)[C:43]2[CH:48]=[CH:47][C:46]([OH:49])=[CH:45][CH:44]=2)=[CH:38][CH:37]=1.[C:60]([C:62]1[CH:67]=[CH:66][C:65](B(O)O)=[CH:64][C:63]=1[F:71])#[N:61].C([O-])([O-])=O.[Na+].[Na+].